From a dataset of Forward reaction prediction with 1.9M reactions from USPTO patents (1976-2016). Predict the product of the given reaction. (1) The product is: [Cl:1][C:2]1[CH:9]=[CH:8][C:5]([CH2:6][S:7][CH2:22][CH2:17][NH:18][CH2:19][C:20]([O:13][C:11]([CH3:14])([CH3:12])[CH3:10])=[O:16])=[CH:4][CH:3]=1. Given the reactants [Cl:1][C:2]1[CH:9]=[CH:8][C:5]([CH2:6][SH:7])=[CH:4][CH:3]=1.[CH3:10][C:11]([CH3:14])([O-:13])[CH3:12].[K+].[O:16]1[CH2:20][CH2:19][NH:18][C:17]1=O.[C:22](O)(C)(C)C, predict the reaction product. (2) Given the reactants Cl.[CH3:2][C:3]([CH3:48])([CH2:46][CH3:47])[CH2:4][C:5]1[N:6]=[C:7]([CH2:29][CH:30]([C:33]2[CH:38]=[CH:37][C:36]([C:39]3[CH:44]=[CH:43][C:42]([F:45])=[CH:41][N:40]=3)=[CH:35][CH:34]=2)[O:31][CH3:32])[N:8](C(C2C=CC=CC=2)(C2C=CC=CC=2)C2C=CC=CC=2)[CH:9]=1, predict the reaction product. The product is: [CH3:2][C:3]([CH3:48])([CH2:46][CH3:47])[CH2:4][C:5]1[N:6]=[C:7]([CH2:29][CH:30]([C:33]2[CH:38]=[CH:37][C:36]([C:39]3[CH:44]=[CH:43][C:42]([F:45])=[CH:41][N:40]=3)=[CH:35][CH:34]=2)[O:31][CH3:32])[NH:8][CH:9]=1. (3) Given the reactants [S:1]1[CH2:6][CH2:5][C:4](=[O:7])[CH2:3][CH2:2]1.[N+:8]([CH3:11])([O-:10])=[O:9], predict the reaction product. The product is: [N+:8]([CH2:11][C:4]1([OH:7])[CH2:5][CH2:6][S:1][CH2:2][CH2:3]1)([O-:10])=[O:9]. (4) Given the reactants [CH:1]1[C:6]([OH:7])=[CH:5][CH:4]=[C:3]([CH3:8])[CH:2]=1.C(=O)([O-])[O-].[K+].[K+].Br[CH2:16][C:17]([O:19][CH2:20][CH3:21])=[O:18], predict the reaction product. The product is: [C:3]1([CH3:8])[CH:4]=[CH:5][C:6]([O:7][CH2:16][C:17]([O:19][CH2:20][CH3:21])=[O:18])=[CH:1][CH:2]=1.